This data is from Forward reaction prediction with 1.9M reactions from USPTO patents (1976-2016). The task is: Predict the product of the given reaction. (1) Given the reactants [NH2:1][CH2:2][CH2:3][C:4]1[N:8]=[CH:7][NH:6][CH:5]=1.[CH:9](=O)[C:10]1[CH:15]=[CH:14][CH:13]=[CH:12][CH:11]=1.CO.[BH4-].[Na+], predict the reaction product. The product is: [CH2:9]([NH:1][CH2:2][CH2:3][C:4]1[NH:8][CH:7]=[N:6][CH:5]=1)[C:10]1[CH:15]=[CH:14][CH:13]=[CH:12][CH:11]=1. (2) Given the reactants Cl[C:2]1[C:7]([C:8]([C:10]2[CH:15]=[CH:14][C:13]([F:16])=[CH:12][CH:11]=2)=O)=[CH:6][N:5]=[C:4]([C:17]2[CH:18]=[C:19]([CH:25]=[C:26]([F:29])[C:27]=2[CH3:28])[C:20]([NH:22][CH2:23][CH3:24])=[O:21])[CH:3]=1.O.[NH2:31][NH2:32], predict the reaction product. The product is: [CH2:23]([NH:22][C:20](=[O:21])[C:19]1[CH:18]=[C:17]([C:4]2[N:5]=[CH:6][C:7]3[C:8]([C:10]4[CH:15]=[CH:14][C:13]([F:16])=[CH:12][CH:11]=4)=[N:31][NH:32][C:2]=3[CH:3]=2)[C:27]([CH3:28])=[C:26]([F:29])[CH:25]=1)[CH3:24].